This data is from Full USPTO retrosynthesis dataset with 1.9M reactions from patents (1976-2016). The task is: Predict the reactants needed to synthesize the given product. (1) Given the product [CH3:12][O:13][C:14]1[CH:15]=[C:16]([CH:19]=[CH:20][C:21]=1[O:22][CH3:23])[CH:17]=[C:27]1[CH2:28][CH2:29][CH2:30][C:25]1=[O:9], predict the reactants needed to synthesize it. The reactants are: C1(N2CC[O:9]CC2)CCCC=1.[CH3:12][O:13][C:14]1[CH:15]=[C:16]([CH:19]=[CH:20][C:21]=1[O:22][CH3:23])[CH:17]=O.Cl.[CH:25]1[CH:30]=[CH:29][CH:28]=[CH:27]C=1. (2) Given the product [Cl:1][C:2]1[N:7]2[N:23]=[C:9]([NH2:11])[N:8]=[C:6]2[CH:5]=[N:4][C:3]=1[I:17], predict the reactants needed to synthesize it. The reactants are: [Cl:1][C:2]1[N:7]=[C:6]([NH:8][C:9]([NH:11]C(=O)OCC)=S)[CH:5]=[N:4][C:3]=1[I:17].[Cl-].O[NH3+].C([N:23](C(C)C)C(C)C)C. (3) Given the product [Cl:1][C:2]1[CH:16]=[CH:15][C:5]([CH2:6][N:7]2[CH:12]=[C:11]([C:23]3[CH:24]=[CH:25][C:20]([C:17](=[O:19])[CH3:18])=[CH:21][CH:22]=3)[CH:10]=[CH:9][C:8]2=[O:14])=[CH:4][CH:3]=1, predict the reactants needed to synthesize it. The reactants are: [Cl:1][C:2]1[CH:16]=[CH:15][C:5]([CH2:6][N:7]2[CH:12]=[C:11](Br)[CH:10]=[CH:9][C:8]2=[O:14])=[CH:4][CH:3]=1.[C:17]([C:20]1[CH:25]=[CH:24][C:23](B(O)O)=[CH:22][CH:21]=1)(=[O:19])[CH3:18]. (4) Given the product [CH:12]([N:4]1[C:5]2=[N:6][CH:7]=[N:8][C:9]([NH2:11])=[C:10]2[C:2]([C:23]2[C:24]([O:25][CH3:26])=[N:6][C:5]([O:18][CH3:15])=[N:4][CH:12]=2)=[N:3]1)([CH3:14])[CH3:13], predict the reactants needed to synthesize it. The reactants are: I[C:2]1[C:10]2[C:5](=[N:6][CH:7]=[N:8][C:9]=2[NH2:11])[N:4]([CH:12]([CH3:14])[CH3:13])[N:3]=1.[C:15]([O-:18])([O-])=O.[Na+].[Na+].CO[CH2:23][CH2:24][O:25][CH3:26]. (5) The reactants are: [N:1]1[CH:6]=[CH:5][CH:4]=[C:3]([S:7]([OH:10])(=O)=[O:8])[CH:2]=1.P(Cl)(Cl)(Cl)(Cl)[Cl:12].C1(C)C=CC=CC=1.O. Given the product [N:1]1[CH:6]=[CH:5][CH:4]=[C:3]([S:7]([Cl:12])(=[O:10])=[O:8])[CH:2]=1, predict the reactants needed to synthesize it. (6) The reactants are: [F:1][C:2]1[CH:41]=[CH:40][C:5]([C:6]([N:8]2[CH2:13][CH2:12][CH:11]([C:14]3[CH:35]=[CH:34][C:17]([C:18]([NH:20][C:21]([NH:23]C(OCC4C=CC=CC=4)=O)=[NH:22])=[O:19])=[CH:16][C:15]=3[C:36]([F:39])([F:38])[F:37])[CH2:10][CH2:9]2)=[O:7])=[CH:4][CH:3]=1. Given the product [F:1][C:2]1[CH:3]=[CH:4][C:5]([C:6]([N:8]2[CH2:13][CH2:12][CH:11]([C:14]3[CH:35]=[CH:34][C:17]([C:18]([NH:20][C:21]([NH2:23])=[NH:22])=[O:19])=[CH:16][C:15]=3[C:36]([F:39])([F:37])[F:38])[CH2:10][CH2:9]2)=[O:7])=[CH:40][CH:41]=1, predict the reactants needed to synthesize it. (7) Given the product [CH2:40]([C@:42]1([CH2:49][S:50]([N:37]2[CH2:38][CH2:39][CH:34]([CH2:33][O:32][CH2:31][C:29]3[C:28]4[C:23](=[CH:24][CH:25]=[CH:26][CH:27]=4)[N:22]=[C:21]([CH3:20])[CH:30]=3)[CH2:35][CH2:36]2)(=[O:51])=[O:52])[NH:43][C:44](=[O:48])[NH:45][C:46]1=[O:47])[CH3:41], predict the reactants needed to synthesize it. The reactants are: CC1C=C(COC2CCNCC2)C2C(=CC=CC=2)N=1.[CH3:20][C:21]1[CH:30]=[C:29]([CH2:31][O:32][CH2:33][CH:34]2[CH2:39][CH2:38][NH:37][CH2:36][CH2:35]2)[C:28]2[C:23](=[CH:24][CH:25]=[CH:26][CH:27]=2)[N:22]=1.[CH2:40]([C:42]1([CH2:49][S:50](Cl)(=[O:52])=[O:51])[C:46](=[O:47])[NH:45][C:44](=[O:48])[NH:43]1)[CH3:41].